From a dataset of Full USPTO retrosynthesis dataset with 1.9M reactions from patents (1976-2016). Predict the reactants needed to synthesize the given product. (1) Given the product [CH3:13][N:8]1[C:9]2[C:5](=[CH:4][C:3]([OH:2])=[CH:11][C:10]=2[CH3:12])[C:6]([CH:14]2[CH2:19][CH2:18][N:17]([CH3:20])[CH2:16][CH2:15]2)=[CH:7]1, predict the reactants needed to synthesize it. The reactants are: C[O:2][C:3]1[CH:4]=[C:5]2[C:9](=[C:10]([CH3:12])[CH:11]=1)[N:8]([CH3:13])[CH:7]=[C:6]2[CH:14]1[CH2:19][CH2:18][N:17]([CH3:20])[CH2:16][CH2:15]1.Cl.N1C=CC=CC=1. (2) Given the product [CH3:26][C:27]1[O:1][N:2]=[C:3]([C:5]2[S:9][C:8]([N:10]3[CH2:14][CH2:13][CH:12]([O:15][C:16]4[CH:21]=[CH:20][CH:19]=[CH:18][C:17]=4[C:22]([F:25])([F:24])[F:23])[CH2:11]3)=[N:7][CH:6]=2)[N:4]=1, predict the reactants needed to synthesize it. The reactants are: [OH:1][N:2]=[C:3]([C:5]1[S:9][C:8]([N:10]2[CH2:14][CH2:13][CH:12]([O:15][C:16]3[CH:21]=[CH:20][CH:19]=[CH:18][C:17]=3[C:22]([F:25])([F:24])[F:23])[CH2:11]2)=[N:7][CH:6]=1)[NH2:4].[C:26](OC(=O)C)(=O)[CH3:27].Cl. (3) Given the product [Cl:1][C:14]1[C:15]([OH:22])=[C:16]([C:18]([O:20][CH3:21])=[O:19])[CH:17]=[C:12]([CH:9]2[CH2:11][CH2:10]2)[C:13]=1[C:23]1[CH:28]=[CH:27][C:26]([F:29])=[CH:25][C:24]=1[F:30], predict the reactants needed to synthesize it. The reactants are: [Cl:1]N1C(=O)CCC1=O.[CH:9]1([C:12]2[CH:17]=[C:16]([C:18]([O:20][CH3:21])=[O:19])[C:15]([OH:22])=[CH:14][C:13]=2[C:23]2[CH:28]=[CH:27][C:26]([F:29])=[CH:25][C:24]=2[F:30])[CH2:11][CH2:10]1.O. (4) Given the product [F:13][C:10]([F:11])([F:12])[CH2:9][N:7]1[CH:8]=[C:4]([NH2:1])[N:5]=[CH:6]1, predict the reactants needed to synthesize it. The reactants are: [N+:1]([C:4]1[N:5]=[CH:6][N:7]([CH2:9][C:10]([F:13])([F:12])[F:11])[CH:8]=1)([O-])=O. (5) Given the product [C:49]1([CH2:59][N:60]2[C:44](=[O:45])[C:22]3[N:23]([CH2:40][C:41]#[C:42][CH3:43])[C:24]([N:26]4[CH2:31][CH2:30][CH2:29][CH:28]([NH:32][C:33]([O:35][C:36]([CH3:39])([CH3:37])[CH3:38])=[O:34])[CH2:27]4)=[N:25][C:21]=3[NH:20][C:2]2=[O:4])[C:58]2[C:53](=[CH:54][CH:55]=[CH:56][CH:57]=2)[CH:52]=[CH:51][CH:50]=1, predict the reactants needed to synthesize it. The reactants are: Cl[C:2](Cl)([O:4]C(=O)OC(Cl)(Cl)Cl)Cl.C(N(CC)CC)C.[NH2:20][C:21]1[N:25]=[C:24]([N:26]2[CH2:31][CH2:30][CH2:29][CH:28]([NH:32][C:33]([O:35][C:36]([CH3:39])([CH3:38])[CH3:37])=[O:34])[CH2:27]2)[N:23]([CH2:40][C:41]#[C:42][CH3:43])[C:22]=1[C:44](OCC)=[O:45].[C:49]1([CH2:59][NH2:60])[C:58]2[C:53](=[CH:54][CH:55]=[CH:56][CH:57]=2)[CH:52]=[CH:51][CH:50]=1. (6) Given the product [O-:3][P:2]([O:5][P:6]([O-:9])([O-:8])=[O:7])(=[O:1])[O-:4].[Mg+2:24].[Mg+2:24], predict the reactants needed to synthesize it. The reactants are: [O-:1][P:2]([O:5][P:6]([O-:9])([O-:8])=[O:7])(=[O:4])[O-:3].[Na+].[Na+].[Na+].[Na+].O.O.O.O.O.O.[N+]([O-])([O-])=O.[Mg+2:24].[N+]([O-])([O-])=O.